This data is from Forward reaction prediction with 1.9M reactions from USPTO patents (1976-2016). The task is: Predict the product of the given reaction. Given the reactants C([O:8][C:9]1[CH:14]=[C:13]([C:15]#[C:16][CH2:17][CH:18]2[CH2:22][CH2:21][CH2:20][S:19]2(=[O:24])=[O:23])[CH:12]=[CH:11][C:10]=1[N:25]1[S:29](=[O:31])(=[O:30])[NH:28][C:27](=[O:32])[CH2:26]1)C1C=CC=CC=1.B(Br)(Br)Br, predict the reaction product. The product is: [O:24]=[S:19]1(=[O:23])[CH2:20][CH2:21][CH2:22][CH:18]1[CH2:17][C:16]#[C:15][C:13]1[CH:12]=[CH:11][C:10]([N:25]2[S:29](=[O:31])(=[O:30])[NH:28][C:27](=[O:32])[CH2:26]2)=[C:9]([OH:8])[CH:14]=1.